Dataset: Full USPTO retrosynthesis dataset with 1.9M reactions from patents (1976-2016). Task: Predict the reactants needed to synthesize the given product. (1) Given the product [CH2:1]([O:8][C:9]1[CH:10]=[C:11]([O:28][C:29]2[CH:30]=[CH:31][C:32]([S:35]([CH3:38])(=[O:36])=[O:37])=[CH:33][CH:34]=2)[CH:12]=[C:13]2[C:17]=1[NH:16][C:15]([C:18]1[S:22][C:21]([CH2:23][OH:24])=[N:20][N:19]=1)=[CH:14]2)[C:2]1[CH:7]=[CH:6][CH:5]=[CH:4][CH:3]=1, predict the reactants needed to synthesize it. The reactants are: [CH2:1]([O:8][C:9]1[CH:10]=[C:11]([O:28][C:29]2[CH:34]=[CH:33][C:32]([S:35]([CH3:38])(=[O:37])=[O:36])=[CH:31][CH:30]=2)[CH:12]=[C:13]2[C:17]=1[NH:16][C:15]([C:18]1[S:22][C:21]([C:23](OCC)=[O:24])=[N:20][N:19]=1)=[CH:14]2)[C:2]1[CH:7]=[CH:6][CH:5]=[CH:4][CH:3]=1.[BH4-].[Na+].O.Cl. (2) Given the product [O:1]1[CH:5]=[CH:4][CH:3]=[C:2]1[C:6]1[O:7][C:8]([CH3:38])=[C:9]([CH2:11][O:12][C:13]2[CH:35]=[CH:34][C:16]([CH2:17][O:18][C:19]3[C:23]([CH:24]([N:53]4[CH:57]=[N:56][CH:55]=[N:54]4)[CH:25]=[CH2:26])=[CH:22][N:21]([C:28]4[CH:29]=[CH:30][CH:31]=[CH:32][CH:33]=4)[N:20]=3)=[CH:15][C:14]=2[O:36][CH3:37])[N:10]=1, predict the reactants needed to synthesize it. The reactants are: [O:1]1[CH:5]=[CH:4][CH:3]=[C:2]1[C:6]1[O:7][C:8]([CH2:38]C)=[C:9]([CH2:11][O:12][C:13]2[CH:35]=[CH:34][C:16]([CH2:17][O:18][C:19]3[C:23](/[CH:24]=[CH:25]/[CH2:26]O)=[CH:22][N:21]([C:28]4[CH:33]=[CH:32][CH:31]=[CH:30][CH:29]=4)[N:20]=3)=[CH:15][C:14]=2[O:36][CH3:37])[N:10]=1.C(P(CCCC)CCCC)CCC.[NH:53]1[CH:57]=[N:56][CH:55]=[N:54]1.N(C(N1CCCCC1)=O)=NC(N1CCCCC1)=O. (3) Given the product [C:1]12([C:11]3[C:12]([O:19][CH2:20][C:21]4[CH:26]=[CH:25][CH:24]=[CH:23][CH:22]=4)=[CH:13][C:14]([CH3:18])=[C:15]([B:43]([OH:44])[OH:42])[CH:16]=3)[CH2:10][CH:5]3[CH2:6][CH:7]([CH2:9][CH:3]([CH2:4]3)[CH2:2]1)[CH2:8]2, predict the reactants needed to synthesize it. The reactants are: [C:1]12([C:11]3[C:12]([O:19][CH2:20][C:21]4[CH:26]=[CH:25][CH:24]=[CH:23][CH:22]=4)=[CH:13][C:14]([CH3:18])=[C:15](Br)[CH:16]=3)[CH2:10][CH:5]3[CH2:6][CH:7]([CH2:9][CH:3]([CH2:4]3)[CH2:2]1)[CH2:8]2.C(=O)=O.CC(C)=O.[Li]CCCC.C([O:42][B:43](OC(C)C)[O:44]C(C)C)(C)C. (4) The reactants are: [NH2:1][C@@H:2]1[CH2:11][C:10]2[CH:9]=[C:8]([C:12]3[CH:21]=[CH:20][C:15]([C:16]([O:18][CH3:19])=[O:17])=[CH:14][CH:13]=3)[CH:7]=[CH:6][C:5]=2[CH2:4][CH2:3]1.[Cl:22][C:23]1[CH:28]=[CH:27][C:26]([C@@H:29]2[CH2:31][O:30]2)=[CH:25][CH:24]=1. Given the product [Cl:22][C:23]1[CH:28]=[CH:27][C:26]([C@@H:29]([OH:30])[CH2:31][NH:1][C@@H:2]2[CH2:11][C:10]3[CH:9]=[C:8]([C:12]4[CH:21]=[CH:20][C:15]([C:16]([O:18][CH3:19])=[O:17])=[CH:14][CH:13]=4)[CH:7]=[CH:6][C:5]=3[CH2:4][CH2:3]2)=[CH:25][CH:24]=1, predict the reactants needed to synthesize it. (5) Given the product [CH:24]1([CH:17]([C:13]2[CH:14]=[CH:15][CH:16]=[C:11]([CH2:10][O:9][C:7]3[CH:6]=[CH:5][C:4]([C:27]4[CH:32]=[C:31]([O:33][CH3:34])[CH:30]=[CH:29][C:28]=4[F:35])=[C:3]([CH2:2][C:36]4([CH3:41])[CH2:40][CH2:39][CH2:38][CH2:37]4)[CH:8]=3)[CH:12]=2)[CH2:18][C:19]([O:21][CH2:22][CH3:23])=[O:20])[CH2:25][CH2:26]1, predict the reactants needed to synthesize it. The reactants are: Cl[CH:2]([C:36]1([CH3:41])[CH2:40][CH2:39][CH2:38][CH2:37]1)[C:3]1[CH:8]=[C:7]([O:9][CH2:10][C:11]2[CH:12]=[C:13]([CH:17]([CH:24]3[CH2:26][CH2:25]3)[CH2:18][C:19]([O:21][CH2:22][CH3:23])=[O:20])[CH:14]=[CH:15][CH:16]=2)[CH:6]=[CH:5][C:4]=1[C:27]1[CH:32]=[C:31]([O:33][CH3:34])[CH:30]=[CH:29][C:28]=1[F:35].C([SnH](CCCC)CCCC)CCC. (6) The reactants are: Cl.[F:2][C:3]([F:7])([F:6])[CH2:4][NH2:5].[N:8]1[CH:13]=[CH:12][CH:11]=[C:10]([CH:14]=O)[CH:9]=1.C(N(CC)CC)C. Given the product [N:8]1[CH:13]=[CH:12][CH:11]=[C:10]([CH:14]=[N:5][CH2:4][C:3]([F:7])([F:6])[F:2])[CH:9]=1, predict the reactants needed to synthesize it. (7) Given the product [N:24]1([C:11]2[C:10]3[C:5](=[CH:6][CH:7]=[CH:8][CH:9]=3)[N:4]=[CH:3][C:2]=2[F:1])[C:32]2[CH:31]=[CH:30][N:29]=[CH:28][C:27]=2[CH2:26][CH2:25]1, predict the reactants needed to synthesize it. The reactants are: [F:1][C:2]1[CH:3]=[N:4][C:5]2[C:10]([C:11]=1I)=[CH:9][CH:8]=[CH:7][CH:6]=2.O1CCCC1.C(=O)([O-])[O-].[Cs+].[Cs+].[NH:24]1[C:32]2[C:27](=[CH:28][N:29]=[CH:30][CH:31]=2)[CH2:26][CH2:25]1. (8) Given the product [CH2:36]([N:4]([CH2:2][CH3:3])[CH2:5][CH2:6][N:7]([CH3:35])[C:8]([C:10]1[S:22][C:21]2[C:20]3[CH:19]=[CH:18][CH:17]=[CH:16][C:15]=3[NH:14][C:13](=[O:32])[C:12]=2[C:11]=1[O:33][CH3:34])=[O:9])[CH3:37], predict the reactants needed to synthesize it. The reactants are: Cl.[CH2:2]([N:4]([CH2:36][CH3:37])[CH2:5][CH2:6][N:7]([CH3:35])[C:8]([C:10]1[S:22][C:21]2[C:20]3[CH:19]=[CH:18][CH:17]=[CH:16][C:15]=3[N:14](CC3C=CC(OC)=CC=3)[C:13](=[O:32])[C:12]=2[C:11]=1[O:33][CH3:34])=[O:9])[CH3:3].FC(F)(F)C(O)=O.FC(F)(F)S(O)(=O)=O. (9) Given the product [NH2:14][C@H:15]([C:27]([OH:28])=[O:75])[CH2:16][C:17](=[O:26])[OH:18], predict the reactants needed to synthesize it. The reactants are: N(C(OCC1C=CC=CC=1)=O)[C@H](C(NCC(NCC([NH:14][C@H:15]([C:27](N(CC(N[C@](C(OCC1C=CC=CC=1Cl)=O)(C(OCC1C=CC=CC=1)=O)CCCCN)=O)C)=[O:28])[CH2:16][C:17](=[O:26])[O:18]CC1C=CC=CC=1)=O)=O)=O)C.C[C@H](N)C(NCC(NCC(O)=O)=O)=[O:75].C1(NC(NC2CCCCC2)=O)CCCCC1. (10) Given the product [Cl:29][C:25]1[CH:24]=[C:23]([C:7]2[C:8]3[C:13](=[CH:12][CH:11]=[C:10]([C:14](=[O:22])[C:15]4[CH:20]=[CH:19][C:18]([Cl:21])=[CH:17][CH:16]=4)[CH:9]=3)[NH:5][CH:6]=2)[CH:28]=[CH:27][CH:26]=1, predict the reactants needed to synthesize it. The reactants are: CS([N:5]1[C:13]2[C:8](=[CH:9][C:10]([C:14](=[O:22])[C:15]3[CH:20]=[CH:19][C:18]([Cl:21])=[CH:17][CH:16]=3)=[CH:11][CH:12]=2)[C:7]([C:23]2[CH:28]=[CH:27][CH:26]=[C:25]([Cl:29])[CH:24]=2)=[CH:6]1)(=O)=O.[F-].C([N+](CCCC)(CCCC)CCCC)CCC.